Dataset: CYP2C9 inhibition data for predicting drug metabolism from PubChem BioAssay. Task: Regression/Classification. Given a drug SMILES string, predict its absorption, distribution, metabolism, or excretion properties. Task type varies by dataset: regression for continuous measurements (e.g., permeability, clearance, half-life) or binary classification for categorical outcomes (e.g., BBB penetration, CYP inhibition). Dataset: cyp2c9_veith. (1) The molecule is CCOc1cccc(CNCCNC(=O)c2nonc2N)c1.Cl. The result is 0 (non-inhibitor). (2) The compound is CC1(C)S[C@@H]2[C@H](NC(=O)C3(N)CCCCC3)C(=O)N2[C@@H]1C(=O)O. The result is 0 (non-inhibitor). (3) The molecule is O[C@@H](COc1ccc(Cl)cc1Cl)CN1CCCC1. The result is 0 (non-inhibitor). (4) The compound is CN(C)CCN(Cc1cccs1)c1ccccn1. The result is 0 (non-inhibitor). (5) The drug is C[C@@H]1O[C@H](O[C@H]2[C@@H](O)C[C@@H](O[C@H]3[C@@H](O)C[C@@H](O[C@H]4CC[C@]5(C)[C@@H](CC[C@@H]6[C@H]5C[C@@H](O)[C@]5(C)[C@@H](C7=CC(=O)OC7)CC[C@]65O)C4)O[C@H]3C)O[C@H]2C)C[C@H](O)[C@@H]1O. The result is 0 (non-inhibitor).